From a dataset of Full USPTO retrosynthesis dataset with 1.9M reactions from patents (1976-2016). Predict the reactants needed to synthesize the given product. (1) Given the product [CH3:43][C:41]1([OH:42])[CH2:40][C:39](=[O:50])[O:51][CH2:47][CH2:46]1, predict the reactants needed to synthesize it. The reactants are: CC1(C)S[C@@H]2[C@H](NC([C@H](N)C3C=CC=CC=3)=O)C(=O)N2[C@H]1C(O)=O.O=C[C@@H]([C@H]([C@@H]([C@@H](CO)O)O)O)O.[NH4+].[Cl-].[C:39]([OH:51])(=[O:50])[CH2:40][C:41]([CH2:46][C:47](O)=O)([C:43](O)=O)[OH:42].[O-]S([O-])(=O)=O.[Mg+2].CC1[N+](CC2C=NC(C)=NC=2N)=CSC=1CCO.Cl.[NH4+].[OH-]. (2) Given the product [CH2:8]([C@H:10]1[C@@H:14]([OH:15])[C@H:13]([CH3:1])[C:12](=[O:16])[N:11]1[C:17]1[CH:24]=[CH:23][C:20]([C:21]#[N:22])=[C:19]([C:25]([F:28])([F:26])[F:27])[CH:18]=1)[CH3:9], predict the reactants needed to synthesize it. The reactants are: [CH:1](NC(C)C)(C)C.[CH2:8]([C@H:10]1[C@@H:14]([OH:15])[CH2:13][C:12](=[O:16])[N:11]1[C:17]1[CH:24]=[CH:23][C:20]([C:21]#[N:22])=[C:19]([C:25]([F:28])([F:27])[F:26])[CH:18]=1)[CH3:9].IC.[Cl-].[NH4+]. (3) Given the product [CH:1]1([C:7]2[CH:8]=[CH:9][C:10]([NH:11][CH2:24][CH:26]3[CH2:27][O:28]3)=[CH:12][CH:13]=2)[CH2:2][CH2:3][CH2:4][CH2:5][CH2:6]1, predict the reactants needed to synthesize it. The reactants are: [CH:1]1([C:7]2[CH:13]=[CH:12][C:10]([NH2:11])=[CH:9][CH:8]=2)[CH2:6][CH2:5][CH2:4][CH2:3][CH2:2]1.C([Li])CCC.Cl[Si](C)(C)C.[CH2:24]([CH:26]1[O:28][CH2:27]1)Br.C(=O)(O)[O-].[Na+]. (4) Given the product [OH:30][CH:28]([C:26]1[CH:25]=[CH:24][N:23]2[C:19]([CH2:18][C:16]3[CH:15]=[CH:14][C:12]4[N:13]=[C:9]([NH:8][C@@H:3]5[CH2:4][CH2:5][CH2:6][CH2:7][C@H:2]5[OH:1])[S:10][C:11]=4[CH:17]=3)=[CH:20][N:21]=[C:22]2[CH:27]=1)[CH3:29], predict the reactants needed to synthesize it. The reactants are: [OH:1][C@@H:2]1[CH2:7][CH2:6][CH2:5][CH2:4][C@H:3]1[NH:8][C:9]1[S:10][C:11]2[CH:17]=[C:16]([CH2:18][C:19]3[N:23]4[CH:24]=[CH:25][C:26]([C:28](=[O:30])[CH3:29])=[CH:27][C:22]4=[N:21][CH:20]=3)[CH:15]=[CH:14][C:12]=2[N:13]=1.[BH4-].[Na+].Cl. (5) Given the product [F:19][C:18]([F:20])([F:21])[C:15]1[CH:16]=[CH:17][C:12]([C:9]2[CH:10]=[CH:11][C:6]3[N:7]([C:3]([C:1]#[C:2][C:23]4[S:27][C:26]([S:28]([NH2:31])(=[O:30])=[O:29])=[CH:25][CH:24]=4)=[CH:4][N:5]=3)[CH:8]=2)=[CH:13][CH:14]=1, predict the reactants needed to synthesize it. The reactants are: [C:1]([C:3]1[N:7]2[CH:8]=[C:9]([C:12]3[CH:17]=[CH:16][C:15]([C:18]([F:21])([F:20])[F:19])=[CH:14][CH:13]=3)[CH:10]=[CH:11][C:6]2=[N:5][CH:4]=1)#[CH:2].Br[C:23]1[S:27][C:26]([S:28]([NH2:31])(=[O:30])=[O:29])=[CH:25][CH:24]=1. (6) Given the product [CH3:1][O:2][C:3]1[CH:8]=[CH:7][C:6]([N:9]([CH3:22])[C:10]2[C:19]3[C:14](=[CH:15][CH:16]=[CH:17][CH:18]=3)[N:13]=[C:12]([C:20]3[NH:25][N:24]=[N:23][N:21]=3)[N:11]=2)=[CH:5][CH:4]=1, predict the reactants needed to synthesize it. The reactants are: [CH3:1][O:2][C:3]1[CH:8]=[CH:7][C:6]([N:9]([CH3:22])[C:10]2[C:19]3[C:14](=[CH:15][CH:16]=[CH:17][CH:18]=3)[N:13]=[C:12]([C:20]#[N:21])[N:11]=2)=[CH:5][CH:4]=1.[N-:23]=[N+:24]=[N-:25].[Na+].[Cl-].[NH4+].